Dataset: Reaction yield outcomes from USPTO patents with 853,638 reactions. Task: Predict the reaction yield, written as a fraction of the theoretical maximum amount of product (1.0 means a 100% yield; for example, 0.34 means a 34% yield). (1) The reactants are [Li+].[BH4-].[C:3]([O:7][C:8]([N:10]1[CH2:15][CH2:14][C:13]2[N:16]([CH2:29][CH2:30][C:31](OC)=[O:32])[N:17]=[C:18]([C:19]3[CH:24]=[CH:23][C:22]([C:25]([F:28])([F:27])[F:26])=[CH:21][CH:20]=3)[C:12]=2[CH2:11]1)=[O:9])([CH3:6])([CH3:5])[CH3:4]. The catalyst is C1COCC1. The product is [C:3]([O:7][C:8]([N:10]1[CH2:15][CH2:14][C:13]2[N:16]([CH2:29][CH2:30][CH2:31][OH:32])[N:17]=[C:18]([C:19]3[CH:24]=[CH:23][C:22]([C:25]([F:28])([F:26])[F:27])=[CH:21][CH:20]=3)[C:12]=2[CH2:11]1)=[O:9])([CH3:6])([CH3:5])[CH3:4]. The yield is 0.950. (2) The yield is 0.310. The catalyst is C1COCC1.[Pd]. The product is [NH2:1][C:4]1[C:5]([C:14]([C:16]2[CH:17]=[CH:18][C:19]([C:22]([F:25])([F:23])[F:24])=[CH:20][CH:21]=2)=[O:15])=[CH:6][CH:7]=[C:8]2[C:13]=1[N:12]=[CH:11][CH:10]=[CH:9]2. The reactants are [N+:1]([C:4]1[C:5]([C:14]([C:16]2[CH:21]=[CH:20][C:19]([C:22]([F:25])([F:24])[F:23])=[CH:18][CH:17]=2)=[O:15])=[CH:6][CH:7]=[C:8]2[C:13]=1[N:12]=[CH:11][CH:10]=[CH:9]2)([O-])=O.